Dataset: Forward reaction prediction with 1.9M reactions from USPTO patents (1976-2016). Task: Predict the product of the given reaction. (1) Given the reactants [N:1]([C:4]1[CH:5]=[C:6]2[C:10](=[CH:11][CH:12]=1)[NH:9][C:8](=[O:13])[CH2:7]2)=[C:2]=S.C1(C([O-])=O)C=C(C)C=C(C)C=1.[NH2:25][N+:26]1[CH:31]=[CH:30][N:29]=[CH:28][C:27]=1[NH2:32].C(N(C(C)C)CC)(C)C.CCN=C=NCCCN(C)C.[Cl:53]CCl, predict the reaction product. The product is: [Cl:53][C:28]1[C:27]2[N:26]([N:25]=[C:2]([NH:1][C:4]3[CH:5]=[C:6]4[C:10](=[CH:11][CH:12]=3)[NH:9][C:8](=[O:13])[CH2:7]4)[N:32]=2)[CH:31]=[CH:30][N:29]=1. (2) Given the reactants [CH3:1][O:2][C:3]([C@@H:5]1[CH2:9][C@@H:8]([S:10]([C:13]2[CH:18]=[CH:17][C:16]([Br:19])=[CH:15][C:14]=2[C:20]([F:23])([F:22])[F:21])(=[O:12])=[O:11])[CH2:7][NH:6]1)=[O:4].[C:24](OC(C)(C)C)(=[O:29])[CH2:25][C:26]([CH3:28])=[O:27], predict the reaction product. The product is: [CH3:1][O:2][C:3]([C@@H:5]1[CH2:9][C@@H:8]([S:10]([C:13]2[CH:18]=[CH:17][C:16]([Br:19])=[CH:15][C:14]=2[C:20]([F:23])([F:21])[F:22])(=[O:11])=[O:12])[CH2:7][N:6]1[C:24](=[O:29])[CH2:25][C:26](=[O:27])[CH3:28])=[O:4]. (3) Given the reactants Br[CH:2]([C:19]1[CH:24]=[CH:23][CH:22]=[CH:21][CH:20]=1)[C:3]([NH:5][C:6]1[S:7][C:8]([CH2:11][C:12]2[CH:17]=[CH:16][CH:15]=[CH:14][C:13]=2[Cl:18])=[CH:9][N:10]=1)=[O:4].[CH3:25][OH:26], predict the reaction product. The product is: [Cl:18][C:13]1[CH:14]=[CH:15][CH:16]=[CH:17][C:12]=1[CH2:11][C:8]1[S:7][C:6]([NH:5][C:3](=[O:4])[CH:2]([O:26][CH3:25])[C:19]2[CH:24]=[CH:23][CH:22]=[CH:21][CH:20]=2)=[N:10][CH:9]=1. (4) Given the reactants [NH2:1][C:2]1[C:12]([CH3:13])=[CH:11][CH:10]=[CH:9][C:3]=1[C:4]([O:6][CH2:7][CH3:8])=[O:5].[BrH:14].OO, predict the reaction product. The product is: [NH2:1][C:2]1[C:12]([CH3:13])=[CH:11][C:10]([Br:14])=[CH:9][C:3]=1[C:4]([O:6][CH2:7][CH3:8])=[O:5]. (5) Given the reactants CCC1OC(=O)CC1.[CH:9]1[CH:14]=[C:13]([C:15]([F:18])([F:17])[F:16])[CH:12]=[C:11](/[C:19](/[CH2:36][C:37]2[CH:38]=[CH:39][C:40]([C:43]#[N:44])=[CH:41][CH:42]=2)=[N:20]/[NH:21][C:22]([NH:24][C:25]2[CH:26]=[CH:27][C:28]([O:31][C:32]([F:35])([F:34])[F:33])=[CH:29][CH:30]=2)=[O:23])[CH:10]=1.[CH3:45][C@@H:46]1[CH2:47][C:48]([CH3:90])=[CH:49][CH2:50][C@H:51]2[O:56][C@:55]3([O:64][C@H:63](/[C:65](/[CH3:70])=[CH:66]/[CH:67]([CH3:69])[CH3:68])[C@@H:62]([CH3:71])/[C:58](=[N:59]/[O:60][CH3:61])/[CH2:57]3)[CH2:54][C@@H:53]([O:72][C:73]([C@H:75]3[C@:80]4([OH:87])[C:81]([CH2:85][O:86][C@@H:79]4[C@H:78]([OH:88])[C:77]([CH3:89])=[CH:76]3)=[CH:82][CH:83]=[CH:84]1)=[O:74])[CH2:52]2, predict the reaction product. The product is: [CH:9]1[CH:14]=[C:13]([C:15]([F:16])([F:17])[F:18])[CH:12]=[C:11](/[C:19](/[CH2:36][C:37]2[CH:38]=[CH:39][C:40]([C:43]#[N:44])=[CH:41][CH:42]=2)=[N:20]/[NH:21][C:22]([NH:24][C:25]2[CH:26]=[CH:27][C:28]([O:31][C:32]([F:33])([F:34])[F:35])=[CH:29][CH:30]=2)=[O:23])[CH:10]=1.[CH3:45][C@@H:46]1[CH2:47][C:48]([CH3:90])=[CH:49][CH2:50][C@H:51]2[O:56][C@:55]3([O:64][C@H:63](/[C:65](/[CH3:70])=[CH:66]/[CH:67]([CH3:68])[CH3:69])[C@@H:62]([CH3:71])/[C:58](=[N:59]/[O:60][CH3:61])/[CH2:57]3)[CH2:54][C@@H:53]([O:72][C:73]([C@H:75]3[C@:80]4([OH:87])[C:81]([CH2:85][O:86][C@@H:79]4[C@H:78]([OH:88])[C:77]([CH3:89])=[CH:76]3)=[CH:82][CH:83]=[CH:84]1)=[O:74])[CH2:52]2.